The task is: Predict the product of the given reaction.. This data is from Forward reaction prediction with 1.9M reactions from USPTO patents (1976-2016). (1) The product is: [CH3:23][O:22][C:20](=[O:21])[CH2:19][C@H:16]1[C:15]2[CH:24]=[CH:25][C:12]([O:11][C@H:9]3[C:10]4[C:6](=[C:5]([O:42][C:38]5[CH:37]=[C:36]6[C:41](=[CH:40][CH:39]=5)[N:33]([CH2:32][CH2:31][C:30]([OH:29])([CH3:43])[CH3:44])[CH:34]=[CH:35]6)[CH:4]=[CH:3][C:2]=4[F:1])[CH2:7][CH2:8]3)=[CH:13][C:14]=2[O:18][CH2:17]1. Given the reactants [F:1][C:2]1[CH:3]=[CH:4][C:5](B(O)O)=[C:6]2[C:10]=1[C@H:9]([O:11][C:12]1[CH:25]=[CH:24][C:15]3[C@H:16]([CH2:19][C:20]([O:22][CH3:23])=[O:21])[CH2:17][O:18][C:14]=3[CH:13]=1)[CH2:8][CH2:7]2.[OH:29][C:30]([CH3:44])([CH3:43])[CH2:31][CH2:32][N:33]1[C:41]2[C:36](=[CH:37][C:38]([OH:42])=[CH:39][CH:40]=2)[CH:35]=[CH:34]1, predict the reaction product. (2) The product is: [CH3:1][C:2]1[CH:11]=[C:10]([N:17]2[CH2:22][CH2:21][NH:20][CH2:19][CH2:18]2)[C:9]2[C:4](=[CH:5][C:6]([C:13]([F:16])([F:15])[F:14])=[CH:7][CH:8]=2)[N:3]=1. Given the reactants [CH3:1][C:2]1[CH:11]=[C:10](Cl)[C:9]2[C:4](=[CH:5][C:6]([C:13]([F:16])([F:15])[F:14])=[CH:7][CH:8]=2)[N:3]=1.[NH:17]1[CH2:22][CH2:21][NH:20][CH2:19][CH2:18]1, predict the reaction product. (3) Given the reactants [CH2:1](N(CC)CC)C.[NH2:8][C:9]1[CH:14]=[CH:13][C:12](Br)=[CH:11][N:10]=1.[C:16]([OH:19])(=[O:18])[CH3:17], predict the reaction product. The product is: [NH2:8][C:9]1[N:10]=[CH:11][C:12]([CH:1]=[CH:17][C:16]([OH:19])=[O:18])=[CH:13][CH:14]=1. (4) Given the reactants P([O-])([O-])([O-])=O.[Na].[Cl:7][C:8]1[CH:9]=[C:10]([C:19]2[N:20]=[C:21]([NH:24][C:25](=[O:41])[CH2:26][C:27]3[C:35]4[C:34](=[O:36])[N:33]([CH3:37])[C:32](=[O:38])[N:31]([CH3:39])[C:30]=4[O:29][C:28]=3[CH3:40])[S:22][CH:23]=2)[CH:11]=[CH:12][C:13]=1[O:14][C:15]([F:18])([F:17])[F:16].[P:42]([O:54][CH2:55]Cl)([O:49][C:50]([CH3:53])([CH3:52])[CH3:51])([O:44][C:45]([CH3:48])([CH3:47])[CH3:46])=[O:43].[I-].[Na+], predict the reaction product. The product is: [P:42]([O:54][CH2:55][N:20]1[C:19]([C:10]2[CH:11]=[CH:12][C:13]([O:14][C:15]([F:18])([F:16])[F:17])=[C:8]([Cl:7])[CH:9]=2)=[CH:23][S:22][C:21]1=[N:24][C:25](=[O:41])[CH2:26][C:27]1[C:35]2[C:34](=[O:36])[N:33]([CH3:37])[C:32](=[O:38])[N:31]([CH3:39])[C:30]=2[O:29][C:28]=1[CH3:40])([O:44][C:45]([CH3:48])([CH3:47])[CH3:46])([O:49][C:50]([CH3:51])([CH3:52])[CH3:53])=[O:43]. (5) Given the reactants F[C:2]1[C:11]2[C:6](=[CH:7][CH:8]=[CH:9][CH:10]=2)[C:5]([S:12]([N:15]2[C:24]3[C:19](=[CH:20][CH:21]=[CH:22][CH:23]=3)[CH2:18][CH2:17][CH2:16]2)(=[O:14])=[O:13])=[CH:4][CH:3]=1.[NH:25]1[CH2:30][CH2:29][NH:28][CH2:27][CH2:26]1.O.[ClH:32], predict the reaction product. The product is: [ClH:32].[N:15]1([S:12]([C:5]2[C:6]3[C:11](=[CH:10][CH:9]=[CH:8][CH:7]=3)[C:2]([N:25]3[CH2:30][CH2:29][NH:28][CH2:27][CH2:26]3)=[CH:3][CH:4]=2)(=[O:14])=[O:13])[C:24]2[C:19](=[CH:20][CH:21]=[CH:22][CH:23]=2)[CH2:18][CH2:17][CH2:16]1. (6) Given the reactants [OH:1][C:2]1[C:7]2[C:8]([O:11][CH2:12][CH:13]3[CH2:18][CH2:17][N:16]([C:19]([O:21][C:22]([CH3:25])([CH3:24])[CH3:23])=[O:20])[CH2:15][CH2:14]3)=[N:9][O:10][C:6]=2[CH:5]=[CH:4][CH:3]=1.[CH:26]1(O)[CH2:30][CH2:29][CH:28]([OH:31])[CH2:27]1.OCCC1CCN(C(OC(C)(C)C)=O)CC1, predict the reaction product. The product is: [OH:31][C@H:28]1[CH2:29][CH2:30][C@H:26]([O:1][C:2]2[C:7]3[C:8]([O:11][CH2:12][CH:13]4[CH2:14][CH2:15][N:16]([C:19]([O:21][C:22]([CH3:25])([CH3:24])[CH3:23])=[O:20])[CH2:17][CH2:18]4)=[N:9][O:10][C:6]=3[CH:5]=[CH:4][CH:3]=2)[CH2:27]1. (7) The product is: [CH2:18]([O:10][C:9](=[O:11])[CH2:8][C:4]1[CH:5]=[CH:6][CH:7]=[C:2]([Br:1])[CH:3]=1)[CH3:19]. Given the reactants [Br:1][C:2]1[CH:3]=[C:4]([CH2:8][C:9]([OH:11])=[O:10])[CH:5]=[CH:6][CH:7]=1.C([O-])([O-])=O.[K+].[K+].[CH2:18](I)[CH3:19], predict the reaction product. (8) Given the reactants [C:1]([C:4]1[CH:9]=[CH:8][C:7]([N:10]2[C:18]3[CH2:17][C:16]([CH3:20])([CH3:19])[CH2:15][C:14](=[O:21])[C:13]=3[C:12]([C:22]([F:25])([F:24])[F:23])=[N:11]2)=[CH:6][C:5]=1[NH:26][C@H:27]1[CH2:32][CH2:31][C@H:30]([NH:33][C:34](=[O:48])[CH2:35][CH2:36][CH2:37][CH2:38][CH2:39][NH:40]C(=O)OC(C)(C)C)[CH2:29][CH2:28]1)(=[O:3])[NH2:2], predict the reaction product. The product is: [NH2:40][CH2:39][CH2:38][CH2:37][CH2:36][CH2:35][C:34]([NH:33][C@H:30]1[CH2:31][CH2:32][C@H:27]([NH:26][C:5]2[CH:6]=[C:7]([N:10]3[C:18]4[CH2:17][C:16]([CH3:20])([CH3:19])[CH2:15][C:14](=[O:21])[C:13]=4[C:12]([C:22]([F:24])([F:25])[F:23])=[N:11]3)[CH:8]=[CH:9][C:4]=2[C:1]([NH2:2])=[O:3])[CH2:28][CH2:29]1)=[O:48].